Task: Regression/Classification. Given a drug SMILES string, predict its absorption, distribution, metabolism, or excretion properties. Task type varies by dataset: regression for continuous measurements (e.g., permeability, clearance, half-life) or binary classification for categorical outcomes (e.g., BBB penetration, CYP inhibition). Dataset: hlm.. Dataset: Human liver microsome stability data The compound is NC1CN(c2nccc(-c3ccsc3)n2)CC1c1ccc(Cl)cc1Cl. The result is 0 (unstable in human liver microsomes).